Dataset: Catalyst prediction with 721,799 reactions and 888 catalyst types from USPTO. Task: Predict which catalyst facilitates the given reaction. Reactant: [C:1]([OH:7])(=O)[CH2:2][CH2:3][CH:4]=[CH2:5].ClC([O:11][CH2:12][CH:13]([CH3:15])C)=O.[CH2:16](N(CC)CC)[CH3:17].[CH:23]([N:26]([CH:45]([CH3:47])[CH3:46])[CH2:27][CH2:28][CH:29]([C:36]1[CH:41]=[C:40]([CH2:42][OH:43])[CH:39]=[CH:38][C:37]=1[OH:44])[C:30]1[CH:35]=[CH:34][CH:33]=[CH:32][CH:31]=1)([CH3:25])[CH3:24]. Product: [CH:45]([N:26]([CH:23]([CH3:25])[CH3:24])[CH2:27][CH2:28][CH:29]([C:36]1[CH:41]=[C:40]([CH2:42][O:43][C:12](=[O:11])[CH2:13][CH2:15][CH:16]=[CH2:17])[CH:39]=[CH:38][C:37]=1[O:44][C:1](=[O:7])[CH2:2][CH2:3][CH:4]=[CH2:5])[C:30]1[CH:35]=[CH:34][CH:33]=[CH:32][CH:31]=1)([CH3:47])[CH3:46]. The catalyst class is: 4.